This data is from NCI-60 drug combinations with 297,098 pairs across 59 cell lines. The task is: Regression. Given two drug SMILES strings and cell line genomic features, predict the synergy score measuring deviation from expected non-interaction effect. Drug 1: CC1=C(C=C(C=C1)NC2=NC=CC(=N2)N(C)C3=CC4=NN(C(=C4C=C3)C)C)S(=O)(=O)N.Cl. Drug 2: CC1=CC=C(C=C1)C2=CC(=NN2C3=CC=C(C=C3)S(=O)(=O)N)C(F)(F)F. Cell line: IGROV1. Synergy scores: CSS=10.4, Synergy_ZIP=1.32, Synergy_Bliss=6.64, Synergy_Loewe=6.85, Synergy_HSA=7.10.